Dataset: Forward reaction prediction with 1.9M reactions from USPTO patents (1976-2016). Task: Predict the product of the given reaction. (1) Given the reactants [C:1]([O:5][C:6](=[O:20])[NH:7][CH2:8][CH2:9][N:10]1[C:18]2[C:17](Cl)=[N:16][CH:15]=[N:14][C:13]=2[CH:12]=[CH:11]1)([CH3:4])([CH3:3])[CH3:2].[CH3:21][C:22]1[CH:23]=[C:24]([CH:26]=[CH:27][C:28]=1[O:29][C:30]1[CH:35]=[CH:34][CH:33]=[C:32]([O:36][CH2:37][CH2:38][CH:39]([CH3:41])[CH3:40])[CH:31]=1)[NH2:25], predict the reaction product. The product is: [C:1]([O:5][C:6](=[O:20])[NH:7][CH2:8][CH2:9][N:10]1[C:18]2[C:17]([NH:25][C:24]3[CH:26]=[CH:27][C:28]([O:29][C:30]4[CH:35]=[CH:34][CH:33]=[C:32]([O:36][CH2:37][CH2:38][CH:39]([CH3:40])[CH3:41])[CH:31]=4)=[C:22]([CH3:21])[CH:23]=3)=[N:16][CH:15]=[N:14][C:13]=2[CH:12]=[CH:11]1)([CH3:4])([CH3:3])[CH3:2]. (2) Given the reactants [CH3:1]/[C:2](/[CH2:6][CH2:7][CH:8]=[C:9]([CH3:11])[CH3:10])=[CH:3]\[CH2:4][OH:5].[OH-].[K+].Cl[CH2:15][C:16]([C:18]1[CH:23]=[C:22]([CH:24]([CH3:26])[CH3:25])[C:21]([OH:27])=[C:20]([CH:28]([CH3:30])[CH3:29])[CH:19]=1)=[O:17].Cl, predict the reaction product. The product is: [CH3:1]/[C:2](/[CH2:6][CH2:7][CH:8]=[C:9]([CH3:11])[CH3:10])=[CH:3]\[CH2:4][O:5][CH2:15][C:16]([C:18]1[CH:19]=[C:20]([CH:28]([CH3:30])[CH3:29])[C:21]([OH:27])=[C:22]([CH:24]([CH3:26])[CH3:25])[CH:23]=1)=[O:17]. (3) Given the reactants C(=O)([O-])O.[Na+].[CH:6]1([CH2:9][O:10][C:11]2[CH:16]=[CH:15][C:14]([N:17]3[C:22](=[O:23])[C:21]4[NH:24][CH:25]=[CH:26][C:20]=4[NH:19][C:18]3=[S:27])=[CH:13][CH:12]=2)[CH2:8][CH2:7]1.Br[CH2:29][CH2:30][CH2:31][O:32][CH2:33][CH2:34][O:35][CH3:36].[I-].[Na+], predict the reaction product. The product is: [CH:6]1([CH2:9][O:10][C:11]2[CH:12]=[CH:13][C:14]([N:17]3[C:22](=[O:23])[C:21]4[NH:24][CH:25]=[CH:26][C:20]=4[N:19]=[C:18]3[S:27][CH2:29][CH2:30][CH2:31][O:32][CH2:33][CH2:34][O:35][CH3:36])=[CH:15][CH:16]=2)[CH2:7][CH2:8]1.